This data is from NCI-60 drug combinations with 297,098 pairs across 59 cell lines. The task is: Regression. Given two drug SMILES strings and cell line genomic features, predict the synergy score measuring deviation from expected non-interaction effect. Drug 1: C1=CC(=CC=C1CC(C(=O)O)N)N(CCCl)CCCl.Cl. Drug 2: C1=NC2=C(N1)C(=S)N=CN2. Cell line: HCT116. Synergy scores: CSS=37.7, Synergy_ZIP=-14.4, Synergy_Bliss=-12.2, Synergy_Loewe=-33.0, Synergy_HSA=-10.4.